Dataset: Reaction yield outcomes from USPTO patents with 853,638 reactions. Task: Predict the reaction yield, written as a fraction of the theoretical maximum amount of product (1.0 means a 100% yield; for example, 0.34 means a 34% yield). (1) The reactants are [CH3:1][O:2][C:3]1[CH:4]=[C:5]([C:9]2[C:17]3[C:12](=[CH:13][CH:14]=[CH:15][CH:16]=3)[NH:11][N:10]=2)[CH:6]=[CH:7][CH:8]=1.Br[CH2:19][C:20]([O:22][CH3:23])=[O:21].C(=O)([O-])[O-].[K+].[K+]. The catalyst is CC(C)=O. The product is [CH3:1][O:2][C:3]1[CH:4]=[C:5]([C:9]2[C:17]3[C:12](=[CH:13][CH:14]=[CH:15][CH:16]=3)[N:11]([CH2:19][C:20]([O:22][CH3:23])=[O:21])[N:10]=2)[CH:6]=[CH:7][CH:8]=1. The yield is 0.860. (2) The reactants are [Cl:1][C:2]1[CH:7]=[C:6]([Cl:8])[N:5]=[CH:4][C:3]=1CO.S(Cl)(Cl)(=O)=O.[C:16]([Cl:20])(Cl)([Cl:18])[Cl:17]. No catalyst specified. The product is [Cl:8][C:6]1[CH:7]=[C:2]([Cl:1])[C:3]([C:16]([Cl:20])([Cl:18])[Cl:17])=[CH:4][N:5]=1. The yield is 0.120. (3) The reactants are F[C:2]1[N:7]=[CH:6][CH:5]=[CH:4][N:3]=1.[C:8]([N:11]1[C:20]2[C:15](=[CH:16][C:17]([N:21]3[CH2:26][CH2:25][N:24]([C:27]([O:29][C:30]([CH3:33])([CH3:32])[CH3:31])=[O:28])[CH2:23][CH2:22]3)=[CH:18][CH:19]=2)[C@H:14]([NH2:34])[C@@H:13]([CH3:35])[C@@H:12]1[CH3:36])(=[O:10])[CH3:9].CCN(C(C)C)C(C)C. The catalyst is CS(C)=O. The product is [C:8]([N:11]1[C:20]2[C:15](=[CH:16][C:17]([N:21]3[CH2:22][CH2:23][N:24]([C:27]([O:29][C:30]([CH3:33])([CH3:32])[CH3:31])=[O:28])[CH2:25][CH2:26]3)=[CH:18][CH:19]=2)[C@H:14]([NH:34][C:2]2[N:7]=[CH:6][CH:5]=[CH:4][N:3]=2)[C@@H:13]([CH3:35])[C@@H:12]1[CH3:36])(=[O:10])[CH3:9]. The yield is 0.660. (4) The reactants are [N:1]1[CH:6]=[CH:5]C=C[CH:2]=1.CC(C[AlH]CC(C)C)C.[K+].[Na+].[C:18]([O-:27])(=O)[CH:19]([CH:21]([C:23]([O-])=O)O)O.C(Cl)[Cl:29]. The catalyst is O. The product is [Cl:29][C:2]1[C:21]([CH3:23])=[C:19]([CH:18]=[O:27])[CH:5]=[CH:6][N:1]=1. The yield is 0.770. (5) The yield is 0.750. The catalyst is CC#N.C1COCC1. The reactants are Br[CH2:2][CH2:3][CH2:4][N:5]1[C:13]2[C:8](=[CH:9][C:10]([CH:14]=[O:15])=[CH:11][CH:12]=2)[CH:7]=[CH:6]1.[OH:16][C:17]([C:34]1[S:35][CH:36]=[CH:37][CH:38]=1)([C:29]1[S:30][CH:31]=[CH:32][CH:33]=1)[C:18]([O:20][C@H:21]1[CH2:26][CH2:25][C@H:24]([NH:27][CH3:28])[CH2:23][CH2:22]1)=[O:19].C(N(CC)CC)C. The product is [OH:16][C:17]([C:29]1[S:30][CH:31]=[CH:32][CH:33]=1)([C:34]1[S:35][CH:36]=[CH:37][CH:38]=1)[C:18]([O:20][C@H:21]1[CH2:22][CH2:23][C@H:24]([N:27]([CH2:2][CH2:3][CH2:4][N:5]2[C:13]3[C:8](=[CH:9][C:10]([CH:14]=[O:15])=[CH:11][CH:12]=3)[CH:7]=[CH:6]2)[CH3:28])[CH2:25][CH2:26]1)=[O:19].